From a dataset of Drug-target binding data from BindingDB using IC50 measurements. Regression. Given a target protein amino acid sequence and a drug SMILES string, predict the binding affinity score between them. We predict pIC50 (pIC50 = -log10(IC50 in M); higher means more potent). Dataset: bindingdb_ic50. The compound is N=C1/C(=C/c2coc3ccccc3c2=O)C(=O)N=C2SC=NN12. The target protein (P06856) has sequence MDVRCINWFESHGENRFLYLKSRCRNGETVFIRFPHYFYYVVTDEIYQSLSPPPFNARPLGKMRTIDIDETISYNLDIKDRKCSVADMWLIEEPKKRSIQNATMDEFLNISWFYISNGISPDGCYSLDEQYLTKINNGCYHCDDPRNCFAKKIPRFDIPRSYLFLDIECHFDKKFPSVFINPISHTSYCYIDLSGKRLLFTLINEEMLTEQEIQEAVDRGCLRIQSLMEMDYERELVLCSEIVLLRIAKQLLELTFDYVVTFNGHNFDLRYITNRLELLTGEKIIFRSPDKKEAVYLCIYERNQSSHKGVGGMANTTFHVNNNNGTIFFDLYSFIQKSEKLDSYKLDSISKNAFSCMGKVLNRGVREMTFIGDDTTDAKGKAAAFAKVLTTGNYVTVDEDIICKVIRKDIWENGFKVVLLCPTLPNDTYKLSFGKDDVDLAQMYKDYNLNIALDMARYCIHDACLCQYLWEYYGVETKTDAGASTYVLPQSMVFEYRAST.... The pIC50 is 4.1.